This data is from Peptide-MHC class I binding affinity with 185,985 pairs from IEDB/IMGT. The task is: Regression. Given a peptide amino acid sequence and an MHC pseudo amino acid sequence, predict their binding affinity value. This is MHC class I binding data. (1) The peptide sequence is MSYVMCTGSF. The MHC is HLA-A30:02 with pseudo-sequence HLA-A30:02. The binding affinity (normalized) is 0.346. (2) The peptide sequence is WVPRLYQLA. The MHC is H-2-Dd with pseudo-sequence H-2-Dd. The binding affinity (normalized) is 0. (3) The peptide sequence is YLDNVGVHI. The MHC is HLA-A29:02 with pseudo-sequence HLA-A29:02. The binding affinity (normalized) is 0.0847. (4) The MHC is HLA-A31:01 with pseudo-sequence HLA-A31:01. The binding affinity (normalized) is 0. The peptide sequence is DILSIIDAK. (5) The peptide sequence is ATYTGVFDK. The MHC is HLA-B08:01 with pseudo-sequence HLA-B08:01. The binding affinity (normalized) is 0.0847.